The task is: Predict the reaction yield, written as a fraction of the theoretical maximum amount of product (1.0 means a 100% yield; for example, 0.34 means a 34% yield).. This data is from Reaction yield outcomes from USPTO patents with 853,638 reactions. The reactants are [Br:1][C:2]1[CH:25]=[CH:24][C:5]([C:6]([NH:8][NH:9][C:10]([C@@H:12]2[CH2:16][CH2:15][CH2:14][N:13]2[C:17]([O:19][C:20]([CH3:23])([CH3:22])[CH3:21])=[O:18])=[O:11])=O)=[CH:4][CH:3]=1.C1C=CC(P(C2C=CC=CC=2)C2C=CC=CC=2)=CC=1.CCN(C(C)C)C(C)C.ClC(Cl)(Cl)C(Cl)(Cl)Cl. The catalyst is C(#N)C. The product is [Br:1][C:2]1[CH:25]=[CH:24][C:5]([C:6]2[O:11][C:10]([C@@H:12]3[CH2:16][CH2:15][CH2:14][N:13]3[C:17]([O:19][C:20]([CH3:23])([CH3:22])[CH3:21])=[O:18])=[N:9][N:8]=2)=[CH:4][CH:3]=1. The yield is 0.758.